From a dataset of Catalyst prediction with 721,799 reactions and 888 catalyst types from USPTO. Predict which catalyst facilitates the given reaction. (1) Reactant: [CH3:1][C:2]([CH3:33])([CH3:32])[C:3](=[O:31])[CH2:4][O:5][C:6]1[CH:11]=[CH:10][C:9]([C:12]([C:17]2[CH:18]=[C:19]([CH3:29])[C:20]3[O:24][C:23]([C:25]([OH:27])=[O:26])=[CH:22][C:21]=3[CH:28]=2)([CH2:15][CH3:16])[CH2:13][CH3:14])=[CH:8][C:7]=1[CH3:30].[BH4-].[Na+]. Product: [CH2:13]([C:12]([C:17]1[CH:18]=[C:19]([CH3:29])[C:20]2[O:24][C:23]([C:25]([OH:27])=[O:26])=[CH:22][C:21]=2[CH:28]=1)([C:9]1[CH:10]=[CH:11][C:6]([O:5][CH2:4][CH:3]([OH:31])[C:2]([CH3:32])([CH3:33])[CH3:1])=[C:7]([CH3:30])[CH:8]=1)[CH2:15][CH3:16])[CH3:14]. The catalyst class is: 1. (2) Reactant: [CH2:1]([N:8]1[CH2:13][CH2:12][C:11]([NH:16][C:17](=O)[C:18]2[CH:23]=[CH:22][C:21]([O:24][CH2:25][CH2:26][CH2:27][N:28]3[CH2:32][CH2:31][CH2:30][CH:29]3[CH3:33])=[CH:20][CH:19]=2)([CH2:14][OH:15])[CH2:10][CH2:9]1)[C:2]1[CH:7]=[CH:6][CH:5]=[CH:4][CH:3]=1.C(N(S(F)(F)F)CC)C.C(=O)([O-])[O-].[K+].[K+]. Product: [CH2:1]([N:8]1[CH2:13][CH2:12][C:11]2([N:16]=[C:17]([C:18]3[CH:19]=[CH:20][C:21]([O:24][CH2:25][CH2:26][CH2:27][N:28]4[CH2:32][CH2:31][CH2:30][CH:29]4[CH3:33])=[CH:22][CH:23]=3)[O:15][CH2:14]2)[CH2:10][CH2:9]1)[C:2]1[CH:3]=[CH:4][CH:5]=[CH:6][CH:7]=1. The catalyst class is: 4. (3) Reactant: [Cl:1][C:2]1[CH:3]=[C:4]([OH:9])[C:5](=[CH:7][CH:8]=1)[OH:6].C([O:13][C:14]1[C:14](=[CH:23][C:22](Cl)=[CH:22][CH:23]=1)[O:13]C(=O)C)(=O)C.[O-]P([O-])([O-])=O.[K+].[K+].[K+].C(OS(C1C=CC=C([N+]([O-])=O)C=1)(=O)=O)[C@@H]1OC1.[OH-].[Na+]. Product: [Cl:1][C:2]1[CH:8]=[CH:7][C:5]2[O:6][C@@H:23]([CH2:14][OH:13])[CH2:22][O:9][C:4]=2[CH:3]=1. The catalyst class is: 44. (4) Reactant: [NH2:1][C:2]1[CH:7]=[CH:6][C:5]2=[N:8][C:9]([C:11]3[CH:12]=[CH:13][C:14]([CH3:24])=[C:15]([NH:17][C:18](=[O:23])[C:19]([CH3:22])([CH3:21])[CH3:20])[CH:16]=3)=[CH:10][N:4]2[N:3]=1.[Br:25][C:26]1[CH:27]=[C:28]([CH:32]=[CH:33][CH:34]=1)[C:29](Cl)=[O:30].N1C=CC=CC=1. Product: [Br:25][C:26]1[CH:27]=[C:28]([CH:32]=[CH:33][CH:34]=1)[C:29]([NH:1][C:2]1[CH:7]=[CH:6][C:5]2=[N:8][C:9]([C:11]3[CH:12]=[CH:13][C:14]([CH3:24])=[C:15]([NH:17][C:18](=[O:23])[C:19]([CH3:20])([CH3:21])[CH3:22])[CH:16]=3)=[CH:10][N:4]2[N:3]=1)=[O:30]. The catalyst class is: 23.